From a dataset of Peptide-MHC class I binding affinity with 185,985 pairs from IEDB/IMGT. Regression. Given a peptide amino acid sequence and an MHC pseudo amino acid sequence, predict their binding affinity value. This is MHC class I binding data. The peptide sequence is KQPNRPLFI. The MHC is HLA-A02:19 with pseudo-sequence HLA-A02:19. The binding affinity (normalized) is 0.0847.